From a dataset of Reaction yield outcomes from USPTO patents with 853,638 reactions. Predict the reaction yield, written as a fraction of the theoretical maximum amount of product (1.0 means a 100% yield; for example, 0.34 means a 34% yield). The reactants are Br[C:2]1[C:6]2[N:7]=[CH:8][N:9]=[C:10]([O:11][CH3:12])[C:5]=2[S:4][CH:3]=1.[CH:13]1(B(O)O)[CH2:15][CH2:14]1.C(=O)([O-])[O-].[K+].[K+].C1(C)C=CC=CC=1. The catalyst is O. The product is [CH:13]1([C:2]2[C:6]3[N:7]=[CH:8][N:9]=[C:10]([O:11][CH3:12])[C:5]=3[S:4][CH:3]=2)[CH2:15][CH2:14]1. The yield is 0.900.